From a dataset of Peptide-MHC class II binding affinity with 134,281 pairs from IEDB. Regression. Given a peptide amino acid sequence and an MHC pseudo amino acid sequence, predict their binding affinity value. This is MHC class II binding data. The peptide sequence is VKPLYIITPTNVSHI. The MHC is HLA-DQA10101-DQB10501 with pseudo-sequence HLA-DQA10101-DQB10501. The binding affinity (normalized) is 0.0790.